This data is from Full USPTO retrosynthesis dataset with 1.9M reactions from patents (1976-2016). The task is: Predict the reactants needed to synthesize the given product. (1) Given the product [Br:2][C:3]1[CH:4]=[N:5][C:6]([O:11][CH3:10])=[N:7][CH:8]=1, predict the reactants needed to synthesize it. The reactants are: [Na].[Br:2][C:3]1[CH:4]=[N:5][C:6](Cl)=[N:7][CH:8]=1.[CH3:10][OH:11]. (2) Given the product [CH:35]([N:31]1[C:30]([C:24]2[N:23]=[C:22]3[N:26]([CH2:27][CH2:28][O:29][C:20]4[CH:19]=[CH:18][C:17]([S:14]([N:11]5[CH2:10][CH2:9][NH:8][CH2:13][CH2:12]5)(=[O:15])=[O:16])=[CH:38][C:21]=43)[CH:25]=2)=[N:34][CH:33]=[N:32]1)([CH3:37])[CH3:36], predict the reactants needed to synthesize it. The reactants are: C(OC([N:8]1[CH2:13][CH2:12][N:11]([S:14]([C:17]2[CH:18]=[CH:19][C:20]3[O:29][CH2:28][CH2:27][N:26]4[C:22](=[N:23][C:24]([C:30]5[N:31]([CH:35]([CH3:37])[CH3:36])[N:32]=[CH:33][N:34]=5)=[CH:25]4)[C:21]=3[CH:38]=2)(=[O:16])=[O:15])[CH2:10][CH2:9]1)=O)(C)(C)C.C(O)(C(F)(F)F)=O. (3) Given the product [CH:42]1([N:17]2[C:18](=[O:36])[C:19]3[CH:24]=[N:23][C:22]4[N:25]([CH2:28][O:29][CH2:30][CH2:31][Si:32]([CH3:35])([CH3:33])[CH3:34])[CH:26]=[CH:27][C:21]=4[C:20]=3[N:15]([C@H:12]3[CH2:13][CH2:14][C@H:9]([CH2:8][N:7]([CH2:37][CH:38]([F:40])[F:39])[C:6](=[O:41])[O:5][C:1]([CH3:4])([CH3:2])[CH3:3])[CH2:10][CH2:11]3)[CH2:16]2)[CH2:44][CH2:43]1, predict the reactants needed to synthesize it. The reactants are: [C:1]([O:5][C:6](=[O:41])[N:7]([CH2:37][CH:38]([F:40])[F:39])[CH2:8][C@H:9]1[CH2:14][CH2:13][C@H:12]([N:15]2[C:20]3[C:21]4[CH:27]=[CH:26][N:25]([CH2:28][O:29][CH2:30][CH2:31][Si:32]([CH3:35])([CH3:34])[CH3:33])[C:22]=4[N:23]=[CH:24][C:19]=3[C:18](=[O:36])[NH:17][CH2:16]2)[CH2:11][CH2:10]1)([CH3:4])([CH3:3])[CH3:2].[CH:42]1(B(O)O)[CH2:44][CH2:43]1.C1C=C(C2N=CC=CC=2)N=CC=1.C(=O)([O-])[O-].[Na+].[Na+].[Cl-].[NH4+]. (4) Given the product [CH3:32][C:36]1[N:48]=[CH:47][N:43]([C:2]2[CH:27]=[CH:26][C:5]([C:6]([NH:8][CH2:9][C:10]3([C:16]4[CH:21]=[CH:20][CH:19]=[C:18]([C:22]([F:23])([F:24])[F:25])[CH:17]=4)[CH2:11][CH2:12][O:13][CH2:14][CH2:15]3)=[O:7])=[CH:4][N:3]=2)[CH:42]=1, predict the reactants needed to synthesize it. The reactants are: Cl[C:2]1[CH:27]=[CH:26][C:5]([C:6]([NH:8][CH2:9][C:10]2([C:16]3[CH:21]=[CH:20][CH:19]=[C:18]([C:22]([F:25])([F:24])[F:23])[CH:17]=3)[CH2:15][CH2:14][O:13][CH2:12][CH2:11]2)=[O:7])=[CH:4][N:3]=1.FC(F)(F)C1C=[C:32]([C:36]2([CH2:42][NH2:43])CCOCC2)C=CC=1.Cl[C:47]1C=CC(C(O)=O)=C[N:48]=1.N1(O)C2C=CC=CC=2N=N1.C(N(C(C)C)CC)(C)C.Cl.CN(C)CCCN=C=NCC.C(=O)(O)[O-].[Na+].